From a dataset of Forward reaction prediction with 1.9M reactions from USPTO patents (1976-2016). Predict the product of the given reaction. (1) Given the reactants CS(C)=O.C(Cl)(=O)C(Cl)=O.[Cl:11][C:12]1[CH:29]=[C:28]([Cl:30])[CH:27]=[CH:26][C:13]=1[CH2:14][N:15]1[C:19]([CH2:20][OH:21])=[CH:18][C:17]([O:22][CH2:23][O:24][CH3:25])=[N:16]1.C(N(CC)CC)C, predict the reaction product. The product is: [Cl:11][C:12]1[CH:29]=[C:28]([Cl:30])[CH:27]=[CH:26][C:13]=1[CH2:14][N:15]1[C:19]([CH:20]=[O:21])=[CH:18][C:17]([O:22][CH2:23][O:24][CH3:25])=[N:16]1. (2) Given the reactants [CH3:1][C:2]1[O:6][N:5]=[C:4]([CH2:7][OH:8])[CH:3]=1.CN1CCOCC1.ClC(OC1C=CC([N+]([O-])=O)=CC=1)=O.[CH:29]([CH:32]1[C:37]2[N:38]=[CH:39][NH:40][C:36]=2[CH2:35][CH2:34][N:33]1[C:41](OCC1SC=CN=1)=[O:42])([CH3:31])[CH3:30].CCN(C(C)C)C(C)C, predict the reaction product. The product is: [CH:29]([CH:32]1[C:37]2[N:38]=[CH:39][NH:40][C:36]=2[CH2:35][CH2:34][N:33]1[C:41]([O:8][CH2:7][C:4]1[CH:3]=[C:2]([CH3:1])[O:6][N:5]=1)=[O:42])([CH3:31])[CH3:30]. (3) Given the reactants [CH2:1]([O:3][C:4]([CH:6]1[CH2:11][CH2:10][C:9]([C:12]2[CH:17]=[CH:16][CH:15]=[C:14]([C:18]3[O:22][N:21]=[C:20]([CH3:23])[C:19]=3[NH:24][C:25]([O:27][CH:28]([C:30]3[CH:35]=[CH:34][CH:33]=[CH:32][C:31]=3[Cl:36])[CH3:29])=[O:26])[CH:13]=2)=[CH:8][CH2:7]1)=[O:5])[CH3:2], predict the reaction product. The product is: [CH2:1]([O:3][C:4]([CH:6]1[CH2:11][CH2:10][CH:9]([C:12]2[CH:17]=[CH:16][CH:15]=[C:14]([C:18]3[O:22][N:21]=[C:20]([CH3:23])[C:19]=3[NH:24][C:25]([O:27][CH:28]([C:30]3[CH:35]=[CH:34][CH:33]=[CH:32][C:31]=3[Cl:36])[CH3:29])=[O:26])[CH:13]=2)[CH2:8][CH2:7]1)=[O:5])[CH3:2]. (4) Given the reactants [NH:1]1[C:9]2[C:4](=[C:5]([C:10]3[N:11]=[C:12]([N:22]4[CH2:27][CH2:26][O:25][CH2:24][CH2:23]4)[C:13]4[CH:18]=[C:17]([C:19]([OH:21])=O)[S:16][C:14]=4[N:15]=3)[CH:6]=[CH:7][CH:8]=2)[CH:3]=[N:2]1.[C:28]([N:31]1[CH2:36][CH2:35][NH:34][CH2:33][CH2:32]1)(=[O:30])[CH3:29], predict the reaction product. The product is: [NH:1]1[C:9]2[C:4](=[C:5]([C:10]3[N:11]=[C:12]([N:22]4[CH2:27][CH2:26][O:25][CH2:24][CH2:23]4)[C:13]4[CH:18]=[C:17]([C:19]([N:34]5[CH2:35][CH2:36][N:31]([C:28](=[O:30])[CH3:29])[CH2:32][CH2:33]5)=[O:21])[S:16][C:14]=4[N:15]=3)[CH:6]=[CH:7][CH:8]=2)[CH:3]=[N:2]1. (5) Given the reactants Cl.[NH:2]1[CH2:6][CH2:5][C@@H:4]([NH:7][C:8]([C:10]2[C:14]3[N:15]=[CH:16][N:17]=[C:18]([C:19]4[CH:24]=[C:23]([O:25][CH3:26])[C:22]([F:27])=[CH:21][C:20]=4[O:28][CH2:29][CH:30]4[CH2:32][CH2:31]4)[C:13]=3[NH:12][CH:11]=2)=[O:9])[CH2:3]1.Cl[C:34]([CH2:36][O:37]C(=O)C)=[O:35], predict the reaction product. The product is: [OH:37][CH2:36][C:34]([N:2]1[CH2:6][CH2:5][C@@H:4]([NH:7][C:8]([C:10]2[C:14]3[N:15]=[CH:16][N:17]=[C:18]([C:19]4[CH:24]=[C:23]([O:25][CH3:26])[C:22]([F:27])=[CH:21][C:20]=4[O:28][CH2:29][CH:30]4[CH2:31][CH2:32]4)[C:13]=3[NH:12][CH:11]=2)=[O:9])[CH2:3]1)=[O:35]. (6) Given the reactants [Cl:1][C:2]1[CH:7]=[CH:6][CH:5]=[C:4]([Cl:8])[C:3]=1[CH2:9][S:10]([C:13]1[CH:14]=[C:15]2[C:19](=[CH:20][CH:21]=1)[NH:18][C:17](=[O:22])[CH2:16]2)(=[O:12])=[O:11].[OH:23][CH:24]1[CH2:29][CH2:28][CH2:27][N:26]([CH2:30][C:31]2[C:32]([CH3:39])=[C:33]([CH:37]=O)[NH:34][C:35]=2[CH3:36])[CH2:25]1, predict the reaction product. The product is: [Cl:8][C:4]1[CH:5]=[CH:6][CH:7]=[C:2]([Cl:1])[C:3]=1[CH2:9][S:10]([C:13]1[CH:14]=[C:15]2[C:19](=[CH:20][CH:21]=1)[NH:18][C:17](=[O:22])/[C:16]/2=[CH:37]\[C:33]1[NH:34][C:35]([CH3:36])=[C:31]([CH2:30][N:26]2[CH2:27][CH2:28][CH2:29][CH:24]([OH:23])[CH2:25]2)[C:32]=1[CH3:39])(=[O:12])=[O:11].